This data is from Peptide-MHC class II binding affinity with 134,281 pairs from IEDB. The task is: Regression. Given a peptide amino acid sequence and an MHC pseudo amino acid sequence, predict their binding affinity value. This is MHC class II binding data. (1) The peptide sequence is DQYKDLCHMHTGVVV. The MHC is H-2-IAb with pseudo-sequence H-2-IAb. The binding affinity (normalized) is 0. (2) The peptide sequence is CDMLRLIDYNKAALS. The MHC is H-2-IAd with pseudo-sequence H-2-IAd. The binding affinity (normalized) is 0.694.